Dataset: Full USPTO retrosynthesis dataset with 1.9M reactions from patents (1976-2016). Task: Predict the reactants needed to synthesize the given product. (1) Given the product [NH2:1][C:2]1[N:10]=[C:9]2[C:5]([N:6]=[CH:7][N:8]2[C@H:11]2[CH2:15][O:14][C@@H:13]([CH2:16][O:17][C:18](=[O:25])[C:19]3[CH:24]=[CH:23][CH:22]=[CH:21][CH:20]=3)[O:12]2)=[C:4]([NH:30][CH:27]2[CH2:29][CH2:28]2)[N:3]=1, predict the reactants needed to synthesize it. The reactants are: [NH2:1][C:2]1[N:10]=[C:9]2[C:5]([N:6]=[CH:7][N:8]2[C@H:11]2[CH2:15][O:14][C@@H:13]([CH2:16][O:17][C:18](=[O:25])[C:19]3[CH:24]=[CH:23][CH:22]=[CH:21][CH:20]=3)[O:12]2)=[C:4](Cl)[N:3]=1.[CH:27]1([NH2:30])[CH2:29][CH2:28]1. (2) Given the product [C:20]([C:5]1[C:6]2[S:10][C:9]([C:11]3[CH:12]=[CH:13][C:14]([OH:17])=[CH:15][CH:16]=3)=[N:8][C:7]=2[CH:19]=[C:3]([OH:2])[CH:4]=1)#[N:21], predict the reactants needed to synthesize it. The reactants are: C[O:2][C:3]1[CH:4]=[C:5]([C:20]#[N:21])[C:6]2[S:10][C:9]([C:11]3[CH:16]=[CH:15][C:14]([O:17]C)=[CH:13][CH:12]=3)=[N:8][C:7]=2[CH:19]=1.Cl. (3) Given the product [Br:1][C:2]1[C:10]2[C:5](=[N:6][CH:7]=[C:8]([C:11]3[CH:16]=[N:15][C:14]([NH:17][C:18](=[O:29])[CH2:19][CH2:20][NH:21][C:22]([O:23][C:24]([CH3:25])([CH3:26])[CH3:27])=[O:28])=[CH:13][CH:12]=3)[CH:9]=2)[N:4]([C:30]([O:32][C:33]([CH3:36])([CH3:35])[CH3:34])=[O:31])[CH:3]=1, predict the reactants needed to synthesize it. The reactants are: [Br:1][C:2]1[C:10]2[C:5](=[N:6][CH:7]=[C:8]([C:11]3[CH:12]=[CH:13][C:14]([NH:17][C:18](=[O:29])[CH2:19][CH2:20][NH:21][C:22](=[O:28])[O:23][C:24]([CH3:27])([CH3:26])[CH3:25])=[N:15][CH:16]=3)[CH:9]=2)[NH:4][CH:3]=1.[C:30](O[C:30]([O:32][C:33]([CH3:36])([CH3:35])[CH3:34])=[O:31])([O:32][C:33]([CH3:36])([CH3:35])[CH3:34])=[O:31]. (4) Given the product [Br:41][CH2:12][C:11]([C:9]1[O:10][C:6]2[CH:5]=[CH:4][N:3]=[C:2]([Cl:1])[C:7]=2[CH:8]=1)=[O:13], predict the reactants needed to synthesize it. The reactants are: [Cl:1][C:2]1[C:7]2[CH:8]=[C:9]([C:11](=[O:13])[CH3:12])[O:10][C:6]=2[CH:5]=[CH:4][N:3]=1.[Li+].C[Si]([N-][Si](C)(C)C)(C)C.C[Si](Cl)(C)C.C(=O)(O)[O-].[Na+].C1C(=O)N([Br:41])C(=O)C1. (5) Given the product [CH3:16][O:1][CH2:2][C:3]1[S:4][C:5]2[CH:11]=[CH:10][C:9]([C:12]([O:14][CH3:15])=[O:13])=[CH:8][C:6]=2[CH:7]=1, predict the reactants needed to synthesize it. The reactants are: [OH:1][CH2:2][C:3]1[S:4][C:5]2[CH:11]=[CH:10][C:9]([C:12]([O:14][CH3:15])=[O:13])=[CH:8][C:6]=2[CH:7]=1.[CH2:16]1COCC1.[H-].[Na+].CI.